This data is from Forward reaction prediction with 1.9M reactions from USPTO patents (1976-2016). The task is: Predict the product of the given reaction. (1) Given the reactants C[O:2][C:3](=[O:32])[C:4]1[CH:9]=[CH:8][CH:7]=[C:6]([S:10][C:11]2[CH:12]=[N:13][CH:14]=[C:15]([CH2:17][O:18][C:19]3[CH:24]=[CH:23][C:22]([C:25](=[O:27])[CH3:26])=[C:21]([OH:28])[C:20]=3[CH2:29][CH2:30][CH3:31])[CH:16]=2)[CH:5]=1.[OH-].[Li+], predict the reaction product. The product is: [C:25]([C:22]1[CH:23]=[CH:24][C:19]([O:18][CH2:17][C:15]2[CH:16]=[C:11]([S:10][C:6]3[CH:5]=[C:4]([CH:9]=[CH:8][CH:7]=3)[C:3]([OH:32])=[O:2])[CH:12]=[N:13][CH:14]=2)=[C:20]([CH2:29][CH2:30][CH3:31])[C:21]=1[OH:28])(=[O:27])[CH3:26]. (2) Given the reactants C([O:3][C:4]([C:6]1[C:7]([C:12]([F:15])([F:14])[F:13])=[N:8][N:9]([CH3:11])[CH:10]=1)=O)C.CC(C[AlH]CC(C)C)C, predict the reaction product. The product is: [CH3:11][N:9]1[CH:10]=[C:6]([CH2:4][OH:3])[C:7]([C:12]([F:13])([F:14])[F:15])=[N:8]1.